From a dataset of Cav3 T-type calcium channel HTS with 100,875 compounds. Binary Classification. Given a drug SMILES string, predict its activity (active/inactive) in a high-throughput screening assay against a specified biological target. (1) The drug is O(c1c(OC)cc(cc1OC)/C=C\C(=O)c1c(O)cccc1)C. The result is 0 (inactive). (2) The drug is S(=O)(=O)(Nc1ccc(F)cc1)c1cc(sc1)C(=O)Nc1ccc(F)cc1. The result is 1 (active). (3) The result is 0 (inactive). The molecule is S(CC(=O)N1CCN(CC1)c1ccc(F)cc1)Cc1ccc(cc1)C. (4) The result is 0 (inactive). The molecule is O\C(=C1/C(N(CCCN(C)C)C(=O)C1=O)c1ccncc1)c1c(c([nH]c1C)C(OCC)=O)C. (5) The molecule is Clc1cc(c(NC(=O)c2occc2)cc1)C(=O)Nc1c(OCC)cccc1. The result is 0 (inactive).